This data is from Forward reaction prediction with 1.9M reactions from USPTO patents (1976-2016). The task is: Predict the product of the given reaction. (1) The product is: [C:1]([O:5][C:6](=[O:15])[NH:7][C:8]1[CH:13]=[CH:12][N:11]=[CH:10][C:9]=1[NH:14][CH2:16][CH3:17])([CH3:4])([CH3:2])[CH3:3]. Given the reactants [C:1]([O:5][C:6](=[O:15])[NH:7][C:8]1[CH:13]=[CH:12][N:11]=[CH:10][C:9]=1[NH2:14])([CH3:4])([CH3:3])[CH3:2].[CH:16](=O)[CH3:17].[BH4-].[Na+].C(O)(=O)CC(CC(O)=O)(C(O)=O)O, predict the reaction product. (2) Given the reactants [N:1]1[C:10]2[C:5](=[CH:6][CH:7]=[CH:8][CH:9]=2)[CH:4]=[C:3](OS(C2C=CC(C)=CC=2)(=O)=O)[CH:2]=1.[CH2:22]([OH:28])[CH2:23][CH2:24][CH2:25][C:26]#[CH:27], predict the reaction product. The product is: [N:1]1[C:10]2[C:5](=[CH:6][CH:7]=[CH:8][CH:9]=2)[CH:4]=[C:3]([C:27]#[C:26][CH2:25][CH2:24][CH2:23][CH2:22][OH:28])[CH:2]=1. (3) The product is: [CH3:10][C@:6]12[C:2]([CH3:11])([CH3:1])[C@H:3]([CH2:4][CH2:5]1)[C:9]1([CH2:17][CH2:16][CH2:15]1)[C:7]2=[O:8]. Given the reactants [CH3:1][C:2]1([CH3:11])[C:6]2([CH3:10])[C:7]([CH2:9][CH:3]1[CH2:4][CH2:5]2)=[O:8].[NH2-].[Na+].Br[CH2:15][CH2:16][CH2:17]Br, predict the reaction product. (4) Given the reactants [CH3:1][C:2]1([CH3:15])[CH2:11][CH2:10][C:9]([CH3:13])([CH3:12])[C:8]2[CH:7]=[C:6]([NH2:14])[CH:5]=[CH:4][C:3]1=2.[F:16][C:17]([F:28])([F:27])[C:18](O[C:18](=[O:19])[C:17]([F:28])([F:27])[F:16])=[O:19], predict the reaction product. The product is: [F:16][C:17]([F:28])([F:27])[C:18]([NH:14][C:6]1[CH:5]=[CH:4][C:3]2[C:2]([CH3:15])([CH3:1])[CH2:11][CH2:10][C:9]([CH3:13])([CH3:12])[C:8]=2[CH:7]=1)=[O:19]. (5) Given the reactants [CH3:1][S:2]([C:5]1[CH:10]=[CH:9][C:8](B(O)O)=[CH:7][CH:6]=1)(=[O:4])=[O:3].Br[C:15]1[N:16]=[CH:17][C:18]([O:21][CH2:22][CH:23]2[CH2:28][CH2:27][N:26]([C:29]([O:31][CH:32]([CH3:34])[CH3:33])=[O:30])[CH2:25][CH2:24]2)=[N:19][CH:20]=1.C([O-])([O-])=O.[Na+].[Na+], predict the reaction product. The product is: [CH3:1][S:2]([C:5]1[CH:10]=[CH:9][C:8]([C:15]2[N:16]=[CH:17][C:18]([O:21][CH2:22][CH:23]3[CH2:24][CH2:25][N:26]([C:29]([O:31][CH:32]([CH3:34])[CH3:33])=[O:30])[CH2:27][CH2:28]3)=[N:19][CH:20]=2)=[CH:7][CH:6]=1)(=[O:4])=[O:3].